Dataset: Catalyst prediction with 721,799 reactions and 888 catalyst types from USPTO. Task: Predict which catalyst facilitates the given reaction. (1) Reactant: [CH2:1]([C:8]1[C:12]2[CH:13]=[C:14]([CH3:18])[CH:15]=[C:16]([Br:17])[C:11]=2[O:10][C:9]=1[CH:19]=O)[C:2]1[CH:7]=[CH:6][CH:5]=[CH:4][CH:3]=1.[OH-].[NH4+:22].II. Product: [CH2:1]([C:8]1[C:12]2[CH:13]=[C:14]([CH3:18])[CH:15]=[C:16]([Br:17])[C:11]=2[O:10][C:9]=1[C:19]#[N:22])[C:2]1[CH:7]=[CH:6][CH:5]=[CH:4][CH:3]=1. The catalyst class is: 1. (2) Reactant: Cl[C:2]1[C:12]([N+:13]([O-:15])=[O:14])=[CH:11][C:10]([Cl:16])=[CH:9][C:3]=1[C:4]([O:6][CH2:7][CH3:8])=[O:5].CN(C)C=O.C(=O)([O-])[O-].[K+].[K+].[C:28]1([CH2:34][SH:35])[CH:33]=[CH:32][CH:31]=[CH:30][CH:29]=1. Product: [CH2:34]([S:35][C:2]1[C:12]([N+:13]([O-:15])=[O:14])=[CH:11][C:10]([Cl:16])=[CH:9][C:3]=1[C:4]([O:6][CH2:7][CH3:8])=[O:5])[C:28]1[CH:33]=[CH:32][CH:31]=[CH:30][CH:29]=1. The catalyst class is: 13. (3) Reactant: [Cl:1][C:2]1[C:7]([C:8]2[CH:13]=[CH:12][CH:11]=[CH:10][CH:9]=2)=[N:6][N:5]=[C:4]2[N:14]([CH:23]([CH3:29])[C:24](OCC)=[O:25])[N:15]=[C:16]([C:17]3[CH:22]=[CH:21][CH:20]=[CH:19][CH:18]=3)[C:3]=12.[H-].C([Al+]CC(C)C)C(C)C.C1CCCCC1.[Cl-].[NH4+]. Product: [Cl:1][C:2]1[C:7]([C:8]2[CH:9]=[CH:10][CH:11]=[CH:12][CH:13]=2)=[N:6][N:5]=[C:4]2[N:14]([CH:23]([CH3:29])[CH2:24][OH:25])[N:15]=[C:16]([C:17]3[CH:22]=[CH:21][CH:20]=[CH:19][CH:18]=3)[C:3]=12. The catalyst class is: 76. (4) Reactant: [F:1][C:2]1[C:3]([F:11])=[C:4]([CH:8]=[CH:9][N:10]=1)[C:5](O)=[O:6].O[N:13]1[C:17]2C=CC=CC=2N=N1.Cl.CN(C)CCCN=C=NCC.CN. Product: [F:1][C:2]1[C:3]([F:11])=[C:4]([CH:8]=[CH:9][N:10]=1)[C:5]([NH:13][CH3:17])=[O:6]. The catalyst class is: 35. (5) Reactant: Br[C:2]1[CH:3]=[C:4]2[C:8](=[CH:9][CH:10]=1)[N:7]([CH3:11])[N:6]=[C:5]2[CH2:12][OH:13].[CH3:14][C:15]1([CH3:31])[C:19]([CH3:21])([CH3:20])[O:18][B:17]([B:17]2[O:18][C:19]([CH3:21])([CH3:20])[C:15]([CH3:31])([CH3:14])[O:16]2)[O:16]1.ClCCl.C([O-])(=O)C.[K+]. The catalyst class is: 12. Product: [CH3:11][N:7]1[C:8]2[C:4](=[CH:3][C:2]([B:17]3[O:18][C:19]([CH3:21])([CH3:20])[C:15]([CH3:31])([CH3:14])[O:16]3)=[CH:10][CH:9]=2)[C:5]([CH2:12][OH:13])=[N:6]1. (6) Reactant: [NH2:1][C:2]1[CH:7]=[N:6][C:5]([Br:8])=[CH:4][N:3]=1.[F:9][C:10]1[CH:19]=[C:18]([F:20])[CH:17]=[CH:16][C:11]=1[C:12](=O)[CH2:13]Br.[OH-].[Na+]. Product: [Br:8][C:5]1[N:6]=[CH:7][C:2]2[N:3]([CH:13]=[C:12]([C:11]3[CH:16]=[CH:17][C:18]([F:20])=[CH:19][C:10]=3[F:9])[N:1]=2)[CH:4]=1. The catalyst class is: 8.